Dataset: Peptide-MHC class II binding affinity with 134,281 pairs from IEDB. Task: Regression. Given a peptide amino acid sequence and an MHC pseudo amino acid sequence, predict their binding affinity value. This is MHC class II binding data. (1) The peptide sequence is AEAPAAAAAPEEQVQ. The MHC is HLA-DPA10103-DPB10401 with pseudo-sequence HLA-DPA10103-DPB10401. The binding affinity (normalized) is 0.169. (2) The peptide sequence is PGTFQTTTGEIGAIA. The MHC is DRB1_0405 with pseudo-sequence DRB1_0405. The binding affinity (normalized) is 0.235. (3) The peptide sequence is QVYPRSWSAVMLTFD. The MHC is DRB1_1501 with pseudo-sequence DRB1_1501. The binding affinity (normalized) is 0.747. (4) The peptide sequence is KEDFLRCLVKEIPPR. The MHC is DRB1_0301 with pseudo-sequence DRB1_0301. The binding affinity (normalized) is 0.0520. (5) The peptide sequence is KAIKESTGGAYDTYK. The MHC is HLA-DPA10103-DPB10201 with pseudo-sequence HLA-DPA10103-DPB10201. The binding affinity (normalized) is 0.142. (6) The peptide sequence is EHGSDEWVAMTKGEG. The MHC is HLA-DPA10103-DPB10401 with pseudo-sequence HLA-DPA10103-DPB10401. The binding affinity (normalized) is 0. (7) The peptide sequence is ARVTVKDVTFRNITG. The MHC is HLA-DPA10201-DPB10501 with pseudo-sequence HLA-DPA10201-DPB10501. The binding affinity (normalized) is 0.446. (8) The peptide sequence is VFGYRKPLDNIKDNV. The MHC is DRB3_0202 with pseudo-sequence DRB3_0202. The binding affinity (normalized) is 0.162. (9) The peptide sequence is IKSKKKGSTPATTNA. The MHC is DRB1_0101 with pseudo-sequence DRB1_0101. The binding affinity (normalized) is 0.0291. (10) The peptide sequence is LLESLSSLGAHLDSD. The MHC is DRB1_0802 with pseudo-sequence DRB1_0802. The binding affinity (normalized) is 0.136.